From a dataset of Reaction yield outcomes from USPTO patents with 853,638 reactions. Predict the reaction yield, written as a fraction of the theoretical maximum amount of product (1.0 means a 100% yield; for example, 0.34 means a 34% yield). (1) The reactants are [F:1][C:2]([F:17])([F:16])[C:3]1[CH:8]=[CH:7][C:6]([N:9]2[CH2:14][CH2:13][CH:12]([OH:15])[CH2:11][CH2:10]2)=[CH:5][CH:4]=1.[H-].[Na+].Cl[C:21]1[N:26]=[CH:25][C:24]([S:27]([NH:30][CH:31]2[CH2:36][CH2:35][N:34]([C:37]([O:39][C:40]([CH3:43])([CH3:42])[CH3:41])=[O:38])[CH2:33][CH2:32]2)(=[O:29])=[O:28])=[CH:23][CH:22]=1. The catalyst is CN(C)C=O. The product is [F:17][C:2]([F:1])([F:16])[C:3]1[CH:4]=[CH:5][C:6]([N:9]2[CH2:14][CH2:13][CH:12]([O:15][C:21]3[N:26]=[CH:25][C:24]([S:27]([NH:30][CH:31]4[CH2:36][CH2:35][N:34]([C:37]([O:39][C:40]([CH3:43])([CH3:42])[CH3:41])=[O:38])[CH2:33][CH2:32]4)(=[O:28])=[O:29])=[CH:23][CH:22]=3)[CH2:11][CH2:10]2)=[CH:7][CH:8]=1. The yield is 0.990. (2) The reactants are [C:1]([C:5]1[CH:6]=[C:7]([NH:28][S:29]([CH3:32])(=[O:31])=[O:30])[C:8]([O:26][CH3:27])=[C:9]([NH:11][C:12]([C:14]2[S:18][C:17]3[CH:19]=[CH:20][CH:21]=[C:22]([N+:23]([O-])=O)[C:16]=3[CH:15]=2)=[O:13])[CH:10]=1)([CH3:4])([CH3:3])[CH3:2].[H][H]. The catalyst is CCOC(C)=O.[Pd]. The product is [C:1]([C:5]1[CH:6]=[C:7]([NH:28][S:29]([CH3:32])(=[O:30])=[O:31])[C:8]([O:26][CH3:27])=[C:9]([NH:11][C:12]([C:14]2[S:18][C:17]3[CH:19]=[CH:20][CH:21]=[C:22]([NH2:23])[C:16]=3[CH:15]=2)=[O:13])[CH:10]=1)([CH3:4])([CH3:2])[CH3:3]. The yield is 0.900. (3) The reactants are [OH:1][C:2]1([CH:13]2[CH2:18][NH:17][CH2:16][CH2:15][NH:14]2)[CH2:5][N:4]([C:6]([O:8][C:9]([CH3:12])([CH3:11])[CH3:10])=[O:7])[CH2:3]1.C(N(CC)C(C)C)(C)C.[N+:28]([C:31]1[CH:36]=[CH:35][CH:34]=[CH:33][C:32]=1[S:37](Cl)(=[O:39])=[O:38])([O-:30])=[O:29]. The catalyst is C1COCC1. The product is [OH:1][C:2]1([CH:13]2[CH2:18][N:17]([S:37]([C:32]3[CH:33]=[CH:34][CH:35]=[CH:36][C:31]=3[N+:28]([O-:30])=[O:29])(=[O:38])=[O:39])[CH2:16][CH2:15][NH:14]2)[CH2:3][N:4]([C:6]([O:8][C:9]([CH3:12])([CH3:11])[CH3:10])=[O:7])[CH2:5]1. The yield is 0.790. (4) The yield is 0.900. The product is [Cl:20][CH2:11][C:3]1[C:2]([F:1])=[CH:10][C:6]2[O:7][CH2:8][O:9][C:5]=2[CH:4]=1. No catalyst specified. The reactants are [F:1][C:2]1[C:3]([CH2:11]O)=[CH:4][C:5]2[O:9][CH2:8][O:7][C:6]=2[CH:10]=1.C([O-])(O)=O.[Na+].O=S(Cl)[Cl:20]. (5) The reactants are CC1C=CC(P(C2C=CC3C(=CC=CC=3)C=2C2C3C(=CC=CC=3)C=CC=2P(C2C=CC(C)=CC=2)C2C=CC(C)=CC=2)C2C=CC(C)=CC=2)=CC=1.[CH2:51]([C:58]1[CH2:62][CH2:61][C:60](=[O:63])[CH:59]=1)[C:52]1[CH:57]=[CH:56][CH:55]=[CH:54][CH:53]=1.CCCCC. The catalyst is C(OCC)C. The product is [CH2:51]([CH:58]1[CH2:62][CH2:61][C:60](=[O:63])[CH2:59]1)[C:52]1[CH:57]=[CH:56][CH:55]=[CH:54][CH:53]=1. The yield is 0.850. (6) The yield is 0.610. The catalyst is CN(C=O)C. The reactants are [C:1]([C:3]1[CH:4]=[C:5]([CH:50]=[CH:51][CH:52]=1)[CH2:6][NH:7][C:8]([C:10]1[CH:11]=[C:12]([CH:47]=[CH:48][CH:49]=1)[CH2:13][NH:14][C:15]([C@:17]12[CH2:43][CH2:42][C@@H:41]([C:44]([CH3:46])=[CH2:45])[C@@H:18]1[C@@H:19]1[C@@:32]([CH3:35])([CH2:33][CH2:34]2)[C@@:31]2([CH3:36])[C@@H:22]([C@:23]3([CH3:40])[C@@H:28]([CH2:29][CH2:30]2)[C:27]([CH3:38])([CH3:37])[C@@H:26]([OH:39])[CH2:25][CH2:24]3)[CH2:21][CH2:20]1)=[O:16])=[O:9])#[N:2].[N-:53]=[N+:54]=[N-:55].[Na+].[NH4+].[Cl-].Cl. The product is [N:2]1[NH:53][N:54]=[N:55][C:1]=1[C:3]1[CH:4]=[C:5]([CH:50]=[CH:51][CH:52]=1)[CH2:6][NH:7][C:8]([C:10]1[CH:11]=[C:12]([CH:47]=[CH:48][CH:49]=1)[CH2:13][NH:14][C:15]([C@:17]12[CH2:43][CH2:42][C@@H:41]([C:44]([CH3:46])=[CH2:45])[C@@H:18]1[C@@H:19]1[C@@:32]([CH3:35])([CH2:33][CH2:34]2)[C@@:31]2([CH3:36])[C@@H:22]([C@:23]3([CH3:40])[C@@H:28]([CH2:29][CH2:30]2)[C:27]([CH3:38])([CH3:37])[C@@H:26]([OH:39])[CH2:25][CH2:24]3)[CH2:21][CH2:20]1)=[O:16])=[O:9]. (7) The reactants are CC1(C)COB([C:8]2[C:9]([F:28])=[CH:10][C:11]([F:27])=[C:12]([C@:14]3([CH3:26])[C:20]([F:22])([F:21])[C:19]([CH3:24])([CH3:23])[O:18][CH2:17][C:16](=[O:25])[NH:15]3)[CH:13]=2)OC1.Cl[C:31]1[O:32][C:33]2[CH:39]=[C:38]([C:40]([F:43])([F:42])[F:41])[CH:37]=[CH:36][C:34]=2[N:35]=1. The catalyst is [Pd]. The product is [F:27][C:11]1[CH:10]=[C:9]([F:28])[C:8]([C:31]2[O:32][C:33]3[CH:39]=[C:38]([C:40]([F:43])([F:42])[F:41])[CH:37]=[CH:36][C:34]=3[N:35]=2)=[CH:13][C:12]=1[C@:14]1([CH3:26])[C:20]([F:22])([F:21])[C:19]([CH3:23])([CH3:24])[O:18][CH2:17][C:16](=[O:25])[NH:15]1. The yield is 0.730.